This data is from Forward reaction prediction with 1.9M reactions from USPTO patents (1976-2016). The task is: Predict the product of the given reaction. (1) Given the reactants [O:1]1[CH2:6][CH2:5][N:4]([C@H:7]2[CH2:12][CH2:11][C@H:10]([NH:13]C(=O)OC(C)(C)C)[CH2:9][CH2:8]2)[CH2:3][CH2:2]1.[ClH:21], predict the reaction product. The product is: [ClH:21].[ClH:21].[O:1]1[CH2:2][CH2:3][N:4]([C@H:7]2[CH2:8][CH2:9][C@H:10]([NH2:13])[CH2:11][CH2:12]2)[CH2:5][CH2:6]1. (2) Given the reactants [Cl:1][C:2]1[CH:3]=[CH:4][C:5]([CH2:11][O:12][C:13]2[CH:18]=[C:17]([F:19])[CH:16]=[CH:15][C:14]=2[F:20])=[C:6]([CH:10]=1)[C:7]([OH:9])=O.Cl.[NH2:22][C@H:23]([C:25]1[CH:34]=[CH:33][C:28]([C:29]([O:31][CH3:32])=[O:30])=[CH:27][CH:26]=1)[CH3:24], predict the reaction product. The product is: [Cl:1][C:2]1[CH:3]=[CH:4][C:5]([CH2:11][O:12][C:13]2[CH:18]=[C:17]([F:19])[CH:16]=[CH:15][C:14]=2[F:20])=[C:6]([CH:10]=1)[C:7]([NH:22][C@H:23]([C:25]1[CH:34]=[CH:33][C:28]([C:29]([O:31][CH3:32])=[O:30])=[CH:27][CH:26]=1)[CH3:24])=[O:9]. (3) Given the reactants [Cl:1][C:2]1[CH:7]=[CH:6][C:5]([NH:8][CH2:9][CH2:10][NH:11][CH:12]([CH3:20])[C:13]([O:15]C(C)(C)C)=[O:14])=[CH:4][C:3]=1[C:21](=[O:34])[NH:22][CH2:23][C:24]12[CH2:33][CH:28]3[CH2:29][CH:30]([CH2:32][CH:26]([CH2:27]3)[CH2:25]1)[CH2:31]2.FC(F)(F)C(O)=O, predict the reaction product. The product is: [Cl:1][C:2]1[CH:7]=[CH:6][C:5]([NH:8][CH2:9][CH2:10][NH:11][CH:12]([CH3:20])[C:13]([OH:15])=[O:14])=[CH:4][C:3]=1[C:21](=[O:34])[NH:22][CH2:23][C:24]12[CH2:33][CH:28]3[CH2:29][CH:30]([CH2:32][CH:26]([CH2:27]3)[CH2:25]1)[CH2:31]2.